From a dataset of Catalyst prediction with 721,799 reactions and 888 catalyst types from USPTO. Predict which catalyst facilitates the given reaction. (1) Reactant: [O:1]=[C:2]1[CH:16]([CH2:17][C:18]([O:20]C(C)(C)C)=[O:19])[C:15]2[N:14]=[CH:13][N:6]3[CH2:7][C:8](=[O:12])[CH2:9][CH2:10][NH:11][C:4]([C:5]=23)=[CH:3]1.C(O)(C(F)(F)F)=O. Product: [O:1]=[C:2]1[CH:16]([CH2:17][C:18]([OH:20])=[O:19])[C:15]2[N:14]=[CH:13][N:6]3[CH2:7][C:8](=[O:12])[CH2:9][CH2:10][NH:11][C:4]([C:5]=23)=[CH:3]1. The catalyst class is: 2. (2) Reactant: [CH3:1][O:2][C:3](=[O:15])[NH:4][C@H:5]1[CH2:13][C:12]2[C:7](=[CH:8][CH:9]=[C:10]([NH2:14])[CH:11]=2)[CH2:6]1.CS(C)=O.N1C=CC=CC=1.[CH3:26][C:27]1[CH:28]=[CH:29][CH:30]=[C:31]([C:43](Cl)=[O:44])[C:32]=1[C:33]1[CH:38]=[CH:37][C:36]([C:39]([F:42])([F:41])[F:40])=[CH:35][CH:34]=1. Product: [CH3:1][O:2][C:3]([NH:4][C@H:5]1[CH2:13][C:12]2[C:7](=[CH:8][CH:9]=[C:10]([NH:14][C:43]([C:31]3[C:32]([C:33]4[CH:38]=[CH:37][C:36]([C:39]([F:40])([F:42])[F:41])=[CH:35][CH:34]=4)=[C:27]([CH3:26])[CH:28]=[CH:29][CH:30]=3)=[O:44])[CH:11]=2)[CH2:6]1)=[O:15]. The catalyst class is: 2. (3) Reactant: C1C=CC(P(C2C(C3C(P(C4C=CC=CC=4)C4C=CC=CC=4)=CC=C4C=3C=CC=C4)=C3C(C=CC=C3)=CC=2)C2C=CC=CC=2)=CC=1.CC(C)([O-])C.[K+].Br[C:54]1[N:59]=[C:58]([CH2:60][C:61]([O:63][CH3:64])=[O:62])[CH:57]=[CH:56][CH:55]=1.[C:65](=[NH:78])([C:72]1[CH:77]=[CH:76][CH:75]=[CH:74][CH:73]=1)[C:66]1[CH:71]=[CH:70][CH:69]=[CH:68][CH:67]=1. Product: [CH3:64][O:63][C:61](=[O:62])[CH2:60][C:58]1[CH:57]=[CH:56][CH:55]=[C:54]([N:78]=[C:65]([C:66]2[CH:71]=[CH:70][CH:69]=[CH:68][CH:67]=2)[C:72]2[CH:77]=[CH:76][CH:75]=[CH:74][CH:73]=2)[N:59]=1. The catalyst class is: 101. (4) Reactant: [F:1][C:2]1[C:3]([C:9]2[N:10]([CH:15]([CH3:17])[CH3:16])[C:11]([CH3:14])=[N:12][CH:13]=2)=[N:4][C:5](N)=[N:6][CH:7]=1.N([O-])=O.[Na+].[OH-].[Na+].[CH3:24][C:25]([OH:27])=[O:26].O. Product: [C:25]([O:27][C:5]1[N:4]=[C:3]([C:9]2[N:10]([CH:15]([CH3:16])[CH3:17])[C:11]([CH3:14])=[N:12][CH:13]=2)[C:2]([F:1])=[CH:7][N:6]=1)(=[O:26])[CH3:24]. The catalyst class is: 6. (5) Reactant: Cl.[CH3:2][O:3][C:4](=[O:10])[C@H:5]([CH:7]([CH3:9])[CH3:8])[NH2:6].C(N(CC)CC)C. Product: [CH3:2][O:3][C:4](=[O:10])[C@H:5]([CH:7]([CH3:9])[CH3:8])[NH2:6]. The catalyst class is: 7. (6) Reactant: [C:1]([NH:4][CH2:5][CH2:6][CH:7]1[C:15]2[C:10](=[CH:11][CH:12]=[C:13]([NH:17][C:18](=[O:28])[CH2:19][CH2:20][CH2:21][C:22]3[CH:27]=[CH:26][CH:25]=[CH:24][CH:23]=3)[C:14]=2O)[CH2:9][CH2:8]1)(=[O:3])[CH3:2].C1(C)C=CC(S([O-])(=O)=O)=CC=1.[NH+]1C=CC=CC=1. Product: [C:22]1([CH2:21][CH2:20][CH2:19][C:18]2[O:28][C:14]3[C:15]4[CH:7]([CH2:6][CH2:5][NH:4][C:1](=[O:3])[CH3:2])[CH2:8][CH2:9][C:10]=4[CH:11]=[CH:12][C:13]=3[N:17]=2)[CH:23]=[CH:24][CH:25]=[CH:26][CH:27]=1. The catalyst class is: 113. (7) Product: [Br:14][C:15]1[CH:20]=[CH:19][C:18]([O:5][CH:4]([C:6]2[CH:11]=[CH:10][C:9]([Cl:12])=[CH:8][CH:7]=2)[C:3]([OH:2])=[O:13])=[CH:17][CH:16]=1.[Br:14][C:15]1[CH:20]=[CH:19][C:18]([O:21][CH:4]([C:6]2[CH:7]=[CH:8][C:9]([Cl:12])=[CH:10][CH:11]=2)[C:3]([NH:22][C:23]2[CH:28]=[CH:27][CH:26]=[CH:25][N:24]=2)=[O:13])=[CH:17][CH:16]=1. Reactant: C[O:2][C:3](=[O:13])[CH:4]([C:6]1[CH:11]=[CH:10][C:9]([Cl:12])=[CH:8][CH:7]=1)[OH:5].[Br:14][C:15]1[CH:20]=[CH:19][C:18]([OH:21])=[CH:17][CH:16]=1.[NH2:22][C:23]1[CH:28]=[CH:27][CH:26]=[CH:25][N:24]=1. The catalyst class is: 1. (8) Reactant: CC1(C)[O:6][C@H:5]([CH2:7][C:8]([O:10][CH3:11])=[O:9])[C:4](=[O:12])[O:3]1.Cl.[Na+].[Cl-]. Product: [CH3:11][O:10][C:8]([CH2:7][C@@H:5]([OH:6])[C:4]([OH:12])=[O:3])=[O:9]. The catalyst class is: 1. (9) The catalyst class is: 215. Product: [CH3:12][O:10][C:9](=[O:11])[CH2:8][C:5]1[CH:4]=[CH:3][C:2]([Br:1])=[CH:7][CH:6]=1. Reactant: [Br:1][C:2]1[CH:7]=[CH:6][C:5]([CH2:8][C:9]([OH:11])=[O:10])=[CH:4][CH:3]=1.[C:12]([O-])([O-])=O.[K+].[K+].CI. (10) Reactant: [CH3:1][C:2]([CH3:5])([O-:4])[CH3:3].[K+].[CH:7]1([C:10](Cl)=[O:11])[CH2:9][CH2:8]1. Product: [CH:7]1([C:10]([O:4][C:2]([CH3:5])([CH3:3])[CH3:1])=[O:11])[CH2:9][CH2:8]1. The catalyst class is: 1.